Dataset: Catalyst prediction with 721,799 reactions and 888 catalyst types from USPTO. Task: Predict which catalyst facilitates the given reaction. (1) Reactant: [OH-].[Na+].[CH:3]1([C:6]2[C:11]([C:12]3[CH:17]=[CH:16][C:15]([F:18])=[CH:14][CH:13]=3)=[C:10]([F:19])[C:9]([O:20][CH2:21][CH3:22])=[C:8]([CH2:23][N:24]3[CH2:29][CH2:28][CH:27]([N:30]4[CH:35]=[CH:34][C:33]([C:36]([O:38]C)=[O:37])=[C:32]([CH2:40][CH3:41])[C:31]4=[O:42])[CH2:26][CH2:25]3)[CH:7]=2)[CH2:5][CH2:4]1.Cl. Product: [CH:3]1([C:6]2[C:11]([C:12]3[CH:13]=[CH:14][C:15]([F:18])=[CH:16][CH:17]=3)=[C:10]([F:19])[C:9]([O:20][CH2:21][CH3:22])=[C:8]([CH2:23][N:24]3[CH2:25][CH2:26][CH:27]([N:30]4[CH:35]=[CH:34][C:33]([C:36]([OH:38])=[O:37])=[C:32]([CH2:40][CH3:41])[C:31]4=[O:42])[CH2:28][CH2:29]3)[CH:7]=2)[CH2:5][CH2:4]1. The catalyst class is: 5. (2) Reactant: [OH:1][C:2]1[CH:3]=[C:4]([S:8][CH2:9][CH2:10][CH2:11][C:12](O)=O)[CH:5]=[CH:6][CH:7]=1.SC1C=C(O)C=CC=1.C(=O)([O-])[O-].[K+].[K+].BrCCCC[CH2:34][CH2:35][CH2:36][CH2:37][CH2:38][C:39]([O:41]CC)=[O:40].[OH-].[Na+]. Product: [OH:1][C:2]1[CH:3]=[C:4]([S:8][CH2:9][CH2:10][CH2:11][CH2:12][CH2:34][CH2:35][CH2:36][CH2:37][CH2:38][C:39]([OH:41])=[O:40])[CH:5]=[CH:6][CH:7]=1. The catalyst class is: 97.